From a dataset of HIV replication inhibition screening data with 41,000+ compounds from the AIDS Antiviral Screen. Binary Classification. Given a drug SMILES string, predict its activity (active/inactive) in a high-throughput screening assay against a specified biological target. The compound is O=C(Nc1ccn(CCO)c(=O)n1)c1ccccc1. The result is 0 (inactive).